This data is from Full USPTO retrosynthesis dataset with 1.9M reactions from patents (1976-2016). The task is: Predict the reactants needed to synthesize the given product. (1) Given the product [F:16][C:17]1[CH:22]=[C:21]([N:12]=[N:9][C:6]2[CH:5]=[CH:4][C:3]([S:1]([OH:11])(=[O:10])=[O:2])=[CH:8][CH:7]=2)[CH:20]=[C:19]([F:23])[C:18]=1[OH:24], predict the reactants needed to synthesize it. The reactants are: [S:1]([OH:11])(=[O:10])([C:3]1[CH:8]=[CH:7][C:6]([NH2:9])=[CH:5][CH:4]=1)=[O:2].[N:12]([O-])=O.[Na+].[F:16][C:17]1[CH:22]=[CH:21][CH:20]=[C:19]([F:23])[C:18]=1[OH:24].[OH-].[K+]. (2) The reactants are: [F:1][C:2]([F:32])([F:31])[C:3]1[CH:8]=[CH:7][C:6]([C:9]2[N:10]=[C:11]([CH:14]([C:16]3([NH:20]C(=O)OCC4C=CC=CC=4)[CH2:19][O:18][CH2:17]3)[CH3:15])[NH:12][CH:13]=2)=[CH:5][CH:4]=1. Given the product [F:32][C:2]([F:1])([F:31])[C:3]1[CH:8]=[CH:7][C:6]([C:9]2[N:10]=[C:11]([CH:14]([C:16]3([NH2:20])[CH2:17][O:18][CH2:19]3)[CH3:15])[NH:12][CH:13]=2)=[CH:5][CH:4]=1, predict the reactants needed to synthesize it. (3) Given the product [CH3:1][C:2]1[C:6]([C:7]2[CH:12]=[CH:11][N:10]=[C:9]([S:18]([CH3:22])(=[O:20])=[O:17])[N:8]=2)=[C:5]([CH3:15])[O:4][N:3]=1, predict the reactants needed to synthesize it. The reactants are: [CH3:1][C:2]1[C:6]([C:7]2[CH:12]=[CH:11][N:10]=[C:9](SC)[N:8]=2)=[C:5]([CH3:15])[O:4][N:3]=1.O[O:17][S:18]([O-:20])=O.[K+].[C:22]([O-])(O)=O.[Na+]. (4) Given the product [C:1]([O:5][C:6](=[O:31])[CH2:7][O:8][C:9]1[C:14]2[CH2:15][CH2:16][CH2:17][CH2:18][CH:19]([NH:20][S:21]([C:24]3[CH:29]=[CH:28][C:27]([C:38]4[CH:37]=[CH:36][CH:35]=[C:34]([C:33]([F:44])([F:43])[F:32])[CH:39]=4)=[CH:26][N:25]=3)(=[O:23])=[O:22])[C:13]=2[CH:12]=[CH:11][CH:10]=1)([CH3:4])([CH3:3])[CH3:2], predict the reactants needed to synthesize it. The reactants are: [C:1]([O:5][C:6](=[O:31])[CH2:7][O:8][C:9]1[C:14]2[CH2:15][CH2:16][CH2:17][CH2:18][CH:19]([NH:20][S:21]([C:24]3[CH:29]=[CH:28][C:27](Br)=[CH:26][N:25]=3)(=[O:23])=[O:22])[C:13]=2[CH:12]=[CH:11][CH:10]=1)([CH3:4])([CH3:3])[CH3:2].[F:32][C:33]([F:44])([F:43])[C:34]1[CH:35]=[C:36](B(O)O)[CH:37]=[CH:38][CH:39]=1.C([O-])([O-])=O.[K+].[K+]. (5) Given the product [CH3:20][C:10]1[CH:11]=[C:12]([O:15][C:16]([F:17])([F:18])[F:19])[CH:13]=[CH:14][C:9]=1[C:7]1[CH:6]=[CH:5][NH:4][C:3](=[O:2])[CH:8]=1, predict the reactants needed to synthesize it. The reactants are: C[O:2][C:3]1[CH:8]=[C:7]([C:9]2[CH:14]=[CH:13][C:12]([O:15][C:16]([F:19])([F:18])[F:17])=[CH:11][C:10]=2[CH3:20])[CH:6]=[CH:5][N:4]=1.Cl. (6) Given the product [C:13]([O:17][C:18]([N:20]1[CH2:25][CH2:24][CH:23]([S:1][C:2]2[CH:3]=[C:4]3[C:9](=[CH:10][CH:11]=2)[C:8](=[O:12])[NH:7][CH:6]=[CH:5]3)[CH2:22][CH2:21]1)=[O:19])([CH3:16])([CH3:14])[CH3:15], predict the reactants needed to synthesize it. The reactants are: [SH:1][C:2]1[CH:3]=[C:4]2[C:9](=[CH:10][CH:11]=1)[C:8](=[O:12])[NH:7][CH:6]=[CH:5]2.[C:13]([O:17][C:18]([N:20]1[CH2:25][CH2:24][CH:23](OS(C)(=O)=O)[CH2:22][CH2:21]1)=[O:19])([CH3:16])([CH3:15])[CH3:14].C([O-])([O-])=O.[K+].[K+].C(=O)([O-])O.[Na+]. (7) Given the product [C:2]([CH:13]([C:7]1[CH:8]=[CH:9][C:10]([F:12])=[CH:11][C:6]=1[Cl:5])[C:14]#[N:15])(=[O:1])[CH3:3], predict the reactants needed to synthesize it. The reactants are: [O-:1][CH2:2][CH3:3].[Na+].[Cl:5][C:6]1[CH:11]=[C:10]([F:12])[CH:9]=[CH:8][C:7]=1[CH2:13][C:14]#[N:15].O. (8) Given the product [OH:13][CH2:2][C:3]([C:5]1[CH:12]=[CH:11][C:8]([C:9]#[N:10])=[CH:7][CH:6]=1)=[O:4], predict the reactants needed to synthesize it. The reactants are: Br[CH2:2][C:3]([C:5]1[CH:12]=[CH:11][C:8]([C:9]#[N:10])=[CH:7][CH:6]=1)=[O:4].[OH2:13].